This data is from Catalyst prediction with 721,799 reactions and 888 catalyst types from USPTO. The task is: Predict which catalyst facilitates the given reaction. (1) Reactant: [NH:1]=[C:2]1[N:6]([CH:7]([CH3:13])[C:8]([O:10][CH2:11][CH3:12])=[O:9])[C:5]2[CH:14]=[CH:15][CH:16]=[CH:17][C:4]=2[S:3]1.C(N(C(C)C)CC)(C)C.[F:27][C:28]1[CH:29]=[C:30]([CH:34]=[CH:35][CH:36]=1)[C:31](Cl)=[O:32]. Product: [F:27][C:28]1[CH:29]=[C:30]([CH:34]=[CH:35][CH:36]=1)[C:31]([N:1]=[C:2]1[N:6]([CH:7]([CH3:13])[C:8]([O:10][CH2:11][CH3:12])=[O:9])[C:5]2[CH:14]=[CH:15][CH:16]=[CH:17][C:4]=2[S:3]1)=[O:32]. The catalyst class is: 7. (2) Reactant: [CH3:1][O:2][C:3]1[CH:11]=[CH:10][C:9]([O:12][CH3:13])=[C:8]2[C:4]=1[C:5]([CH3:16])=[C:6]([CH3:15])[CH:7]2[CH3:14].N#N.C(O)(C)C.[Li]CCCC.[P:28](Cl)([CH:32]([CH3:34])[CH3:33])[CH:29]([CH3:31])[CH3:30].[H+].[B-:37](F)([F:40])([F:39])[F:38].CCOCC. Product: [CH3:13][O:12][C:9]1[C:10]([PH+:28]([CH:32]([CH3:34])[CH3:33])[CH:29]([CH3:31])[CH3:30])=[CH:11][C:3]([O:2][CH3:1])=[C:4]2[C:8]=1[C:7]([CH3:14])=[C:6]([CH3:15])[CH:5]2[CH3:16].[B:37]([F:40])([F:39])[F:38]. The catalyst class is: 28. (3) Reactant: Cl[C:2]1[N:3]=[N:4][CH:5]=[C:6]2[CH:10]=[C:9]([C:11]3[CH:12]=[C:13]([CH:20]=[CH:21][C:22]=3[CH3:23])[C:14]([NH:16][CH:17]3[CH2:19][CH2:18]3)=[O:15])[S:8][C:7]=12.[NH:24]1[CH2:29][CH2:28][NH:27][CH2:26][C:25]1=[O:30].C(N(CC)C(C)C)(C)C. Product: [CH:17]1([NH:16][C:14](=[O:15])[C:13]2[CH:20]=[CH:21][C:22]([CH3:23])=[C:11]([C:9]3[S:8][C:7]4=[C:2]([N:27]5[CH2:28][CH2:29][NH:24][C:25](=[O:30])[CH2:26]5)[N:3]=[N:4][CH:5]=[C:6]4[CH:10]=3)[CH:12]=2)[CH2:19][CH2:18]1. The catalyst class is: 179. (4) Reactant: [CH2:1](Cl)[C:2]1[CH:7]=[CH:6][CH:5]=[CH:4][CH:3]=1.O[C:10]1[CH:11]=[C:12]([CH:17]=[CH:18][C:19]=1[I:20])[C:13]([O:15][CH3:16])=[O:14].C(=O)([O-])[O-].[K+].[K+]. Product: [CH2:1]([C:10]1[CH:11]=[C:12]([CH:17]=[CH:18][C:19]=1[I:20])[C:13]([O:15][CH3:16])=[O:14])[C:2]1[CH:7]=[CH:6][CH:5]=[CH:4][CH:3]=1. The catalyst class is: 311. (5) Reactant: [NH2:1][C:2]1[CH:10]=[CH:9][C:8]([Br:11])=[CH:7][C:3]=1[C:4]([OH:6])=[O:5].N1C=CC=CC=1.Cl[C:19](Cl)([O:21]C(=O)OC(Cl)(Cl)Cl)Cl. Product: [Br:11][C:8]1[CH:9]=[CH:10][C:2]2[NH:1][C:19](=[O:21])[O:5][C:4](=[O:6])[C:3]=2[CH:7]=1. The catalyst class is: 245. (6) Reactant: [N:1]1([C:9]([O:11][CH2:12][C:13]2[CH:18]=[CH:17][CH:16]=[CH:15][CH:14]=2)=[O:10])[CH2:8][CH2:7][CH2:6][C@H:2]1[C:3](O)=[O:4].S(Cl)([Cl:21])=O. Product: [N:1]1([C:9]([O:11][CH2:12][C:13]2[CH:18]=[CH:17][CH:16]=[CH:15][CH:14]=2)=[O:10])[CH2:8][CH2:7][CH2:6][C@H:2]1[C:3]([Cl:21])=[O:4]. The catalyst class is: 2. (7) Reactant: [C:1]([C:4]1[CH:13]=[CH:12][C:7]([C:8]([O:10][CH3:11])=[O:9])=[CH:6][CH:5]=1)(=[O:3])[CH3:2].[Br:14]Br.O. Product: [CH3:11][O:10][C:8](=[O:9])[C:7]1[CH:12]=[CH:13][C:4]([C:1](=[O:3])[CH2:2][Br:14])=[CH:5][CH:6]=1. The catalyst class is: 22. (8) The catalyst class is: 1. Product: [OH:9][CH2:8][CH2:7][C:6]([CH3:11])([CH3:12])[CH2:5][C:4]([O:3][CH2:1][CH3:2])=[O:13]. Reactant: [CH2:1]([O:3][C:4](=[O:13])[CH2:5][C:6]([CH3:12])([CH3:11])[CH2:7][C:8](O)=[O:9])[CH3:2].B.C1COCC1.CO. (9) Reactant: C[O:2][C:3](=[O:19])[C:4]1[CH:9]=[C:8]([O:10][CH2:11][CH:12]=[C:13]([Cl:15])[Cl:14])[CH:7]=[C:6]([Cl:16])[C:5]=1[O:17][CH3:18].[OH-].[Na+]. Product: [Cl:16][C:6]1[C:5]([O:17][CH3:18])=[C:4]([CH:9]=[C:8]([O:10][CH2:11][CH:12]=[C:13]([Cl:14])[Cl:15])[CH:7]=1)[C:3]([OH:19])=[O:2]. The catalyst class is: 5.